Task: Predict which catalyst facilitates the given reaction.. Dataset: Catalyst prediction with 721,799 reactions and 888 catalyst types from USPTO (1) Reactant: [I-:1].[I-:1].[I-:1].[CH3:4][N:5]([CH3:23])[C:6]1[CH:7]=[C:8]([CH2:21][CH3:22])[C:9]2[C:18]([CH:19]=1)=[S+:17][C:16]1[C:11](=[C:12]([CH3:20])[CH:13]=[CH:14][CH:15]=1)[N:10]=2.[CH3:4][N:5]([C:6]1[CH:7]=[C:8]([CH2:21][CH3:22])[C:9]2[C:18]([CH:19]=1)=[S+:17][C:16]1[C:11](=[C:12]([CH3:20])[CH:13]=[CH:14][CH:15]=1)[N:10]=2)[CH3:23].[CH3:4][N:5]([C:6]1[CH:7]=[C:8]([CH2:21][CH3:22])[C:9]2[C:18]([CH:19]=1)=[S+:17][C:16]1[C:11](=[C:12]([CH3:20])[CH:13]=[CH:14][CH:15]=1)[N:10]=2)[CH3:23].Cl.[CH:65]1([S:68]([N:71]2[CH2:76][CH2:75][NH2+:74][CH2:73][CH2:72]2)(=[O:70])=[O:69])[CH2:67][CH2:66]1.C(N(CC)CC)C. Product: [I-:1].[CH:65]1([S:68]([N:71]2[CH2:72][CH2:73][N:74]([C:14]3[CH:13]=[C:12]([CH3:20])[C:11]4[C:16]([CH:15]=3)=[S+:17][C:18]3[C:9](=[C:8]([CH2:21][CH3:22])[CH:7]=[C:6]([N:5]([CH3:23])[CH3:4])[CH:19]=3)[N:10]=4)[CH2:75][CH2:76]2)(=[O:69])=[O:70])[CH2:67][CH2:66]1. The catalyst class is: 10. (2) Reactant: Cl[C:2]1[C:11]2=[N:12][N:13](CC3C=CC(OC)=CC=3)[CH:14]=[C:10]2[C:9]2[CH:8]=[C:7]([O:24][CH3:25])[CH:6]=[CH:5][C:4]=2[N:3]=1.[CH2:26]([O:28][C:29]1[CH:30]=[C:31]([CH:33]=[CH:34][C:35]=1[O:36][CH2:37][CH3:38])[NH2:32])[CH3:27].Cl. Product: [CH2:26]([O:28][C:29]1[CH:30]=[C:31]([NH:32][C:2]2[C:11]3[NH:12][N:13]=[CH:14][C:10]=3[C:9]3[CH:8]=[C:7]([O:24][CH3:25])[CH:6]=[CH:5][C:4]=3[N:3]=2)[CH:33]=[CH:34][C:35]=1[O:36][CH2:37][CH3:38])[CH3:27]. The catalyst class is: 71.